Dataset: Full USPTO retrosynthesis dataset with 1.9M reactions from patents (1976-2016). Task: Predict the reactants needed to synthesize the given product. Given the product [Cl:18][C:14]1[CH:13]=[C:12]([C@@H:10]([OH:11])[CH2:9][NH:8][CH2:19][CH2:20][C:21]2[CH:22]=[CH:23][C:24]([S:27]([C:30]3[CH:31]=[C:32]([CH:38]=[CH:39][CH:40]=3)[C:33]([O:35][CH2:36][CH3:37])=[O:34])(=[O:29])=[O:28])=[CH:25][CH:26]=2)[CH:17]=[CH:16][CH:15]=1, predict the reactants needed to synthesize it. The reactants are: C([N:8]([CH2:19][CH2:20][C:21]1[CH:26]=[CH:25][C:24]([S:27]([C:30]2[CH:31]=[C:32]([CH:38]=[CH:39][CH:40]=2)[C:33]([O:35][CH2:36][CH3:37])=[O:34])(=[O:29])=[O:28])=[CH:23][CH:22]=1)[CH2:9][C@@H:10]([C:12]1[CH:17]=[CH:16][CH:15]=[C:14]([Cl:18])[CH:13]=1)[OH:11])C1C=CC=CC=1.CO.C(N(CC)CC)C.